The task is: Predict the product of the given reaction.. This data is from Forward reaction prediction with 1.9M reactions from USPTO patents (1976-2016). (1) Given the reactants [CH3:1][C:2]1[NH:7][C:6](=[O:8])[N:5]=[C:4]([C:9]2[CH:14]=[CH:13][C:12]([C:15]([F:18])([F:17])[F:16])=[CH:11][CH:10]=2)[CH:3]=1.[F:19][C:20]([F:33])([F:32])[S:21](O[S:21]([C:20]([F:33])([F:32])[F:19])(=[O:23])=[O:22])(=[O:23])=[O:22].C(N(C(C)C)CC)(C)C, predict the reaction product. The product is: [CH3:1][C:2]1[CH:3]=[C:4]([C:9]2[CH:10]=[CH:11][C:12]([C:15]([F:18])([F:16])[F:17])=[CH:13][CH:14]=2)[N:5]=[C:6]([O:8][S:21]([C:20]([F:33])([F:32])[F:19])(=[O:23])=[O:22])[N:7]=1. (2) Given the reactants Br[C:2]1[CH:7]=[CH:6][C:5]([S:8]([NH:11][CH2:12][CH2:13][CH3:14])(=[O:10])=[O:9])=[CH:4][CH:3]=1.[C:15]([C:17]1[N:21]([CH3:22])[C:20](B(O)O)=[CH:19][CH:18]=1)#[N:16].[F-].[K+].C(P(C(C)(C)C)C(C)(C)C)(C)(C)C, predict the reaction product. The product is: [C:15]([C:17]1[N:21]([CH3:22])[C:20]([C:2]2[CH:7]=[CH:6][C:5]([S:8]([NH:11][CH2:12][CH2:13][CH3:14])(=[O:10])=[O:9])=[CH:4][CH:3]=2)=[CH:19][CH:18]=1)#[N:16]. (3) Given the reactants C[Si]([N-][Si](C)(C)C)(C)C.[Li+].[CH2:11]([O:18][C:19]([NH:21][C:22]1[CH:23]=[C:24]2[C:28](=[CH:29][CH:30]=1)[N:27]([C:31]([C:44]1[CH:49]=[CH:48][CH:47]=[CH:46][CH:45]=1)([C:38]1[CH:43]=[CH:42][CH:41]=[CH:40][CH:39]=1)[C:32]1[CH:37]=[CH:36][CH:35]=[CH:34][CH:33]=1)[N:26]=[CH:25]2)=[O:20])[C:12]1C=CC=CC=1.[C:50](OC[C@@H]1OC1)(=[O:54])CCC.[NH4+].[Cl-], predict the reaction product. The product is: [OH:54][CH2:50][C@@H:11]1[O:18][C:19](=[O:20])[N:21]([C:22]2[CH:23]=[C:24]3[C:28](=[CH:29][CH:30]=2)[N:27]([C:31]([C:44]2[CH:49]=[CH:48][CH:47]=[CH:46][CH:45]=2)([C:38]2[CH:39]=[CH:40][CH:41]=[CH:42][CH:43]=2)[C:32]2[CH:37]=[CH:36][CH:35]=[CH:34][CH:33]=2)[N:26]=[CH:25]3)[CH2:12]1. (4) The product is: [OH-:2].[CH2:17]([N+:10]([CH2:15][CH3:16])([CH2:11][CH2:12][CH3:13])[CH2:7][CH2:8][CH3:9])[CH3:18]. Given the reactants C([O-])([O-])=[O:2].[Na+].[Na+].[CH2:7]([NH:10][CH2:11][CH2:12][CH3:13])[CH2:8][CH3:9].I[CH2:15][CH3:16].[CH2:17](O)[CH3:18], predict the reaction product. (5) Given the reactants [C:1]([O:5][C:6]([N:8]1[C:12]([C:13]2[CH:14]=[CH:15][C:16]3[NH:21][CH:20]([CH3:22])[O:19][C:18]([CH3:24])([CH3:23])[C:17]=3[CH:25]=2)=[CH:11][CH:10]=[CH:9]1)=[O:7])([CH3:4])([CH3:3])[CH3:2].Cl[C:27]([O:29][CH2:30][CH:31]1[C:43]2[CH:42]=[CH:41][CH:40]=[CH:39][C:38]=2[C:37]2[C:32]1=[CH:33][CH:34]=[CH:35][CH:36]=2)=[O:28].C(=O)([O-])[O-].[Na+].[Na+].C(OCC)(=O)C, predict the reaction product. The product is: [CH:42]1[C:43]2[CH:31]([CH2:30][O:29][C:27]([N:21]3[C:16]4[CH:15]=[CH:14][C:13]([C:12]5[N:8]([C:6]([O:5][C:1]([CH3:4])([CH3:2])[CH3:3])=[O:7])[CH:9]=[CH:10][CH:11]=5)=[CH:25][C:17]=4[C:18]([CH3:24])([CH3:23])[O:19][CH:20]3[CH3:22])=[O:28])[C:32]3[C:37](=[CH:36][CH:35]=[CH:34][CH:33]=3)[C:38]=2[CH:39]=[CH:40][CH:41]=1. (6) Given the reactants [CH3:1][C:2]1[N:3]=[C:4]([C:7]2[C:16]3[C:11](=[CH:12][CH:13]=[CH:14][CH:15]=3)[C:10](=O)[NH:9][N:8]=2)[S:5][CH:6]=1.P(Cl)(Cl)([Cl:20])=O.[OH-].[Na+], predict the reaction product. The product is: [Cl:20][C:10]1[C:11]2[C:16](=[CH:15][CH:14]=[CH:13][CH:12]=2)[C:7]([C:4]2[S:5][CH:6]=[C:2]([CH3:1])[N:3]=2)=[N:8][N:9]=1. (7) Given the reactants N1CCCCC1.[CH3:7][O:8][C:9](=[O:35])[C:10]1[CH:15]=[CH:14][CH:13]=[C:12]([CH2:16][NH:17]C(OCC2C3C=CC=CC=3C3C2=CC=CC=3)=O)[CH:11]=1.O.Cl, predict the reaction product. The product is: [CH3:7][O:8][C:9](=[O:35])[C:10]1[CH:15]=[CH:14][CH:13]=[C:12]([CH2:16][NH2:17])[CH:11]=1. (8) Given the reactants Cl.[NH2:2][CH2:3][CH2:4][N:5]([CH3:33])[C:6]([C:8]1[S:20][C:19]2[C:18]3[CH:17]=[CH:16][CH:15]=[CH:14][C:13]=3[N:12]([CH2:21][C:22](=[O:29])[C:23]3[CH:28]=[CH:27][CH:26]=[CH:25][CH:24]=3)[C:11](=[O:30])[C:10]=2[C:9]=1[O:31][CH3:32])=[O:7].C(N(CC)CC)C.[CH3:41][O:42][CH2:43][C:44](Cl)=[O:45], predict the reaction product. The product is: [CH3:32][O:31][C:9]1[C:10]2[C:11](=[O:30])[N:12]([CH2:21][C:22](=[O:29])[C:23]3[CH:24]=[CH:25][CH:26]=[CH:27][CH:28]=3)[C:13]3[CH:14]=[CH:15][CH:16]=[CH:17][C:18]=3[C:19]=2[S:20][C:8]=1[C:6]([N:5]([CH2:4][CH2:3][NH:2][C:44](=[O:45])[CH2:43][O:42][CH3:41])[CH3:33])=[O:7].